Dataset: Forward reaction prediction with 1.9M reactions from USPTO patents (1976-2016). Task: Predict the product of the given reaction. (1) Given the reactants Cl.[N:2]1[CH:7]=[C:6]([NH2:8])[CH:5]=[C:4]([NH2:9])[CH:3]=1.C(N(CC)CC)C.Cl[C:18]([O:20][CH2:21][C:22]1[CH:27]=[CH:26][CH:25]=[CH:24][CH:23]=1)=[O:19].C([O-])(O)=O.[Na+], predict the reaction product. The product is: [NH2:8][C:6]1[CH:5]=[C:4]([NH:9][C:18](=[O:19])[O:20][CH2:21][C:22]2[CH:27]=[CH:26][CH:25]=[CH:24][CH:23]=2)[CH:3]=[N:2][CH:7]=1. (2) Given the reactants [Cl:1][C:2]1[CH:3]=[C:4]([CH2:9][NH:10][CH:11]2[CH2:16][CH2:15][N:14]([CH2:17][CH2:18][N:19]3[C:28]4[C:23](=[N:24][CH:25]=[C:26]([O:29][CH3:30])[CH:27]=4)[CH:22]=[CH:21][C:20]3=[O:31])[CH2:13][CH2:12]2)[CH:5]=[CH:6][C:7]=1[Cl:8].[ClH:32], predict the reaction product. The product is: [ClH:1].[ClH:32].[Cl:1][C:2]1[CH:3]=[C:4]([CH2:9][NH:10][CH:11]2[CH2:16][CH2:15][N:14]([CH2:17][CH2:18][N:19]3[C:28]4[C:23](=[N:24][CH:25]=[C:26]([O:29][CH3:30])[CH:27]=4)[CH:22]=[CH:21][C:20]3=[O:31])[CH2:13][CH2:12]2)[CH:5]=[CH:6][C:7]=1[Cl:8]. (3) Given the reactants [OH:1][C:2]1[N:6]([CH3:7])[N:5]=[C:4]([C:8]([F:11])([F:10])[F:9])[CH:3]=1.[CH2:12]=[O:13].C(#N)C.Cl[CH:18]([F:20])[F:19], predict the reaction product. The product is: [F:19][CH:18]([F:20])[O:1][C:2]1[N:6]([CH3:7])[N:5]=[C:4]([C:8]([F:11])([F:10])[F:9])[C:3]=1[CH2:12][OH:13]. (4) Given the reactants [CH2:1]([NH2:4])[CH:2]=[CH2:3].Cl.[CH2:6]([N:13]1[C@H:17]([CH2:18]Cl)[CH2:16][CH2:15][C@@H:14]1[CH2:20]Cl)[C:7]1[CH:12]=[CH:11][CH:10]=[CH:9][CH:8]=1.[Na+].[I-].C([O-])(O)=O.[Na+], predict the reaction product. The product is: [CH2:6]([N:13]1[CH:17]2[CH2:16][CH2:15][CH:14]1[CH2:20][N:4]([CH2:1][CH:2]=[CH2:3])[CH2:18]2)[C:7]1[CH:12]=[CH:11][CH:10]=[CH:9][CH:8]=1. (5) Given the reactants BrC1C=CC2NC3N=C(C(F)(F)F)C=CC=3CN(S(C3C=CC(C(C)(C)C)=CC=3)(=O)=O)C=2C=1.[I:34][C:35]1[CH:36]=[CH:37][C:38]2[NH:44][C:43]3[N:45]=[C:46]([C:49]([F:52])([F:51])[F:50])[CH:47]=[CH:48][C:42]=3[CH2:41][NH:40][C:39]=2[CH:53]=1.[F:54][C:55]([F:67])([F:66])[C:56]1[CH:61]=[CH:60][C:59]([S:62](Cl)(=[O:64])=[O:63])=[CH:58][CH:57]=1.BrC1C=CC2NC3N=C(C(F)(F)F)C=CC=3CNC=2C=1.C(C1C=CC(S(Cl)(=O)=O)=CC=1)(C)(C)C, predict the reaction product. The product is: [I:34][C:35]1[CH:36]=[CH:37][C:38]2[NH:44][C:43]3[N:45]=[C:46]([C:49]([F:52])([F:50])[F:51])[CH:47]=[CH:48][C:42]=3[CH2:41][N:40]([S:62]([C:59]3[CH:58]=[CH:57][C:56]([C:55]([F:54])([F:66])[F:67])=[CH:61][CH:60]=3)(=[O:64])=[O:63])[C:39]=2[CH:53]=1. (6) Given the reactants Br[C:2]1[C:3]([N+:8]([O-:10])=[O:9])=[N:4][N:5]([CH3:7])[CH:6]=1.C([O-])(=O)C.[K+].[B:16]1(B2OC(C)(C)C(C)(C)O2)[O:20]C(C)(C)C(C)(C)[O:17]1.CC1CCCO1, predict the reaction product. The product is: [CH3:7][N:5]1[CH:6]=[C:2]([B:16]([OH:20])[OH:17])[C:3]([N+:8]([O-:10])=[O:9])=[N:4]1. (7) Given the reactants [C:1]([C:5]1[CH:30]=[CH:29][C:8]([CH2:9][CH:10]2[CH2:15][CH:14]([CH2:16][O:17][Si](C(C)(C)C)(C)C)[CH2:13][CH2:12][N:11]2[C:25]([O:27][CH3:28])=[O:26])=[CH:7][CH:6]=1)([CH3:4])([CH3:3])[CH3:2].[F-].C([N+](CCCC)(CCCC)CCCC)CCC, predict the reaction product. The product is: [C:1]([C:5]1[CH:30]=[CH:29][C:8]([CH2:9][CH:10]2[CH2:15][CH:14]([CH2:16][OH:17])[CH2:13][CH2:12][N:11]2[C:25]([O:27][CH3:28])=[O:26])=[CH:7][CH:6]=1)([CH3:4])([CH3:2])[CH3:3].